From a dataset of NCI-60 drug combinations with 297,098 pairs across 59 cell lines. Regression. Given two drug SMILES strings and cell line genomic features, predict the synergy score measuring deviation from expected non-interaction effect. (1) Synergy scores: CSS=38.8, Synergy_ZIP=-5.49, Synergy_Bliss=-2.94, Synergy_Loewe=-7.74, Synergy_HSA=-1.55. Drug 1: CC(CN1CC(=O)NC(=O)C1)N2CC(=O)NC(=O)C2. Cell line: SK-MEL-2. Drug 2: CC1=C2C(C(=O)C3(C(CC4C(C3C(C(C2(C)C)(CC1OC(=O)C(C(C5=CC=CC=C5)NC(=O)C6=CC=CC=C6)O)O)OC(=O)C7=CC=CC=C7)(CO4)OC(=O)C)O)C)OC(=O)C. (2) Drug 1: CCN(CC)CCCC(C)NC1=C2C=C(C=CC2=NC3=C1C=CC(=C3)Cl)OC. Drug 2: CC1C(C(CC(O1)OC2CC(CC3=C2C(=C4C(=C3O)C(=O)C5=C(C4=O)C(=CC=C5)OC)O)(C(=O)CO)O)N)O.Cl. Cell line: CCRF-CEM. Synergy scores: CSS=27.0, Synergy_ZIP=-9.66, Synergy_Bliss=-24.7, Synergy_Loewe=-22.8, Synergy_HSA=-20.8. (3) Drug 1: C1=CC(=CC=C1CCC2=CNC3=C2C(=O)NC(=N3)N)C(=O)NC(CCC(=O)O)C(=O)O. Drug 2: CCCCCOC(=O)NC1=NC(=O)N(C=C1F)C2C(C(C(O2)C)O)O. Cell line: NCI-H226. Synergy scores: CSS=7.79, Synergy_ZIP=-0.300, Synergy_Bliss=4.07, Synergy_Loewe=3.94, Synergy_HSA=5.39. (4) Cell line: SNB-19. Synergy scores: CSS=10.4, Synergy_ZIP=-4.52, Synergy_Bliss=1.84, Synergy_Loewe=2.87, Synergy_HSA=3.71. Drug 1: COC1=C(C=C2C(=C1)N=CN=C2NC3=CC(=C(C=C3)F)Cl)OCCCN4CCOCC4. Drug 2: C1C(C(OC1N2C=NC3=C(N=C(N=C32)Cl)N)CO)O. (5) Drug 1: CC12CCC(CC1=CCC3C2CCC4(C3CC=C4C5=CN=CC=C5)C)O. Drug 2: C1=CC(=CC=C1C#N)C(C2=CC=C(C=C2)C#N)N3C=NC=N3. Cell line: NCI-H522. Synergy scores: CSS=7.88, Synergy_ZIP=-1.18, Synergy_Bliss=1.79, Synergy_Loewe=1.61, Synergy_HSA=2.06.